The task is: Predict the product of the given reaction.. This data is from Forward reaction prediction with 1.9M reactions from USPTO patents (1976-2016). Given the reactants C([O:3][C:4]([C:6]1[C:7]([C:12]2[CH:13]=[N:14][CH:15]=[CH:16][CH:17]=2)=[N:8][O:9][C:10]=1[CH3:11])=O)C.C(OC(C1C(C2C=CC=C(F)C=2)=NOC=1C)=O)C, predict the reaction product. The product is: [CH3:11][C:10]1[O:9][N:8]=[C:7]([C:12]2[CH:13]=[N:14][CH:15]=[CH:16][CH:17]=2)[C:6]=1[CH2:4][OH:3].